From a dataset of Forward reaction prediction with 1.9M reactions from USPTO patents (1976-2016). Predict the product of the given reaction. (1) The product is: [CH2:34]([N:41]1[CH2:45][C@H:44]2[C@H:46]([NH:49][C:8](=[O:10])[C@H:7]([C:1]3[CH:2]=[CH:3][CH:4]=[CH:5][CH:6]=3)[CH2:11][CH3:12])[CH2:47][CH2:48][C@H:43]2[CH2:42]1)[C:35]1[CH:36]=[CH:37][CH:38]=[CH:39][CH:40]=1. Given the reactants [C:1]1([C@H:7]([CH2:11][CH3:12])[C:8]([OH:10])=O)[CH:6]=[CH:5][CH:4]=[CH:3][CH:2]=1.ON1C2C=CC=CC=2N=N1.CC[N+](CCCN(C)C)=C=N.[CH2:34]([N:41]1[CH2:45][C@H:44]2[C@H:46]([NH2:49])[CH2:47][CH2:48][C@H:43]2[CH2:42]1)[C:35]1[CH:40]=[CH:39][CH:38]=[CH:37][CH:36]=1, predict the reaction product. (2) Given the reactants [NH2:1][C:2]1[CH:11]=[C:10]2[C:5]([CH2:6][CH2:7][CH2:8][N:9]2[CH3:12])=[CH:4][CH:3]=1.[C:13]1([C:22]2[CH:27]=[CH:26][CH:25]=[CH:24][CH:23]=2)[CH:18]=[CH:17][C:16]([C:19](O)=[O:20])=[CH:15][CH:14]=1.Cl.CN(C)CCCN=C=NCC, predict the reaction product. The product is: [CH3:12][N:9]1[C:10]2[C:5](=[CH:4][CH:3]=[C:2]([NH:1][C:19]([C:16]3[CH:17]=[CH:18][C:13]([C:22]4[CH:23]=[CH:24][CH:25]=[CH:26][CH:27]=4)=[CH:14][CH:15]=3)=[O:20])[CH:11]=2)[CH2:6][CH2:7][CH2:8]1.